Dataset: Full USPTO retrosynthesis dataset with 1.9M reactions from patents (1976-2016). Task: Predict the reactants needed to synthesize the given product. Given the product [C:1]([O:5][C:6]([N:8]([CH2:38][C:39]1[C:40]([Cl:46])=[CH:41][CH:42]=[CH:43][C:44]=1[Cl:45])[C:9]1[C:10]([N:23]([C:31]([O:33][C:34]([CH3:35])([CH3:36])[CH3:37])=[O:32])[C:24]([O:26][C:27]([CH3:28])([CH3:29])[CH3:30])=[O:25])=[N:11][CH:12]=[C:13]([C:15]2[CH:16]=[N:17][N:18]([CH2:20][CH:21]=[O:22])[CH:19]=2)[N:14]=1)=[O:7])([CH3:2])([CH3:3])[CH3:4], predict the reactants needed to synthesize it. The reactants are: [C:1]([O:5][C:6]([N:8]([CH2:38][C:39]1[C:44]([Cl:45])=[CH:43][CH:42]=[CH:41][C:40]=1[Cl:46])[C:9]1[C:10]([N:23]([C:31]([O:33][C:34]([CH3:37])([CH3:36])[CH3:35])=[O:32])[C:24]([O:26][C:27]([CH3:30])([CH3:29])[CH3:28])=[O:25])=[N:11][CH:12]=[C:13]([C:15]2[CH:16]=[N:17][N:18]([CH2:20][CH2:21][OH:22])[CH:19]=2)[N:14]=1)=[O:7])([CH3:4])([CH3:3])[CH3:2].CC(OI1(OC(C)=O)(OC(C)=O)OC(=O)C2C=CC=CC1=2)=O.C([O-])(O)=O.[Na+].S([O-])([O-])(=O)=S.[Na+].[Na+].